Dataset: Peptide-MHC class I binding affinity with 185,985 pairs from IEDB/IMGT. Task: Regression. Given a peptide amino acid sequence and an MHC pseudo amino acid sequence, predict their binding affinity value. This is MHC class I binding data. (1) The peptide sequence is LTAGFLIFL. The MHC is HLA-B07:02 with pseudo-sequence HLA-B07:02. The binding affinity (normalized) is 0. (2) The peptide sequence is RDWFMLMPK. The MHC is HLA-A68:01 with pseudo-sequence HLA-A68:01. The binding affinity (normalized) is 0.257. (3) The peptide sequence is AKFQSSMTK. The MHC is HLA-A31:01 with pseudo-sequence HLA-A31:01. The binding affinity (normalized) is 0.149.